This data is from Forward reaction prediction with 1.9M reactions from USPTO patents (1976-2016). The task is: Predict the product of the given reaction. (1) Given the reactants [O:1]=[C:2](N1[C@H](C2C=CC=CC=2)COC1=O)[C@@H:3]([NH:16][C:17](=[O:23])[O:18][C:19]([CH3:22])([CH3:21])[CH3:20])[C@H:4]([C:6]1[CH:11]=[CH:10][C:9]([C:12]([F:15])([F:14])[F:13])=[CH:8][CH:7]=1)[CH3:5].C(OCC)C.O.[BH4-].[Li+], predict the reaction product. The product is: [OH:1][CH2:2][C@@H:3]([NH:16][C:17](=[O:23])[O:18][C:19]([CH3:22])([CH3:21])[CH3:20])[C@H:4]([C:6]1[CH:7]=[CH:8][C:9]([C:12]([F:15])([F:14])[F:13])=[CH:10][CH:11]=1)[CH3:5]. (2) Given the reactants [Br:1][C:2]1[CH:3]=[C:4]2[C:8](=[CH:9][CH:10]=1)[NH:7][C:6](=O)[C:5]2=[O:12].[OH-].[K+].BrC[C:17](=O)[C:18]([OH:20])=[O:19].Cl, predict the reaction product. The product is: [Br:1][C:2]1[CH:3]=[C:4]2[C:8](=[CH:9][CH:10]=1)[N:7]=[CH:6][C:5]([OH:12])=[C:17]2[C:18]([OH:20])=[O:19]. (3) Given the reactants [CH2:1]([C@@H:3]1[N:12]([C:13](=[O:22])[C:14]2[CH:19]=[CH:18][C:17]([O:20][CH3:21])=[CH:16][CH:15]=2)[C:11]2[C:6](=[CH:7][CH:8]=[C:9]([F:23])[CH:10]=2)[NH:5][C:4]1=[O:24])[CH3:2].C(=O)([O-])[O-].[Cs+].[Cs+].C(=O)([O-])[O-].[K+].[K+].I[CH2:38][CH3:39], predict the reaction product. The product is: [CH2:38]([N:5]1[C:6]2[C:11](=[CH:10][C:9]([F:23])=[CH:8][CH:7]=2)[N:12]([C:13](=[O:22])[C:14]2[CH:19]=[CH:18][C:17]([O:20][CH3:21])=[CH:16][CH:15]=2)[C@@H:3]([CH2:1][CH3:2])[C:4]1=[O:24])[CH3:39]. (4) Given the reactants [CH3:1][O:2][C:3]1[CH:4]=[C:5]([C@@:11]23[CH2:19][CH2:18][C@@H:17]([NH2:20])[CH2:16][C@@H:15]2[N:14]([CH3:21])[CH2:13][CH2:12]3)[CH:6]=[CH:7][C:8]=1[O:9][CH3:10].[CH3:22][C:23]([CH3:25])=O.C(O[BH3-])(=O)C.[Na+].[F:32][C:33]([F:45])([F:44])[C:34]1[CH:35]=[C:36]([N:41]=[C:42]=[O:43])[CH:37]=[CH:38][C:39]=1[Cl:40], predict the reaction product. The product is: [ClH:40].[Cl:40][C:39]1[CH:38]=[CH:37][C:36]([NH:41][C:42](=[O:43])[N:20]([C@H:17]2[CH2:16][C@H:15]3[C@:11]([C:5]4[CH:6]=[CH:7][C:8]([O:9][CH3:10])=[C:3]([O:2][CH3:1])[CH:4]=4)([CH2:12][CH2:13][N:14]3[CH3:21])[CH2:19][CH2:18]2)[CH:23]([CH3:25])[CH3:22])=[CH:35][C:34]=1[C:33]([F:44])([F:32])[F:45].[ClH:40]. (5) The product is: [O:1]([C:8]1[CH:21]=[CH:20][CH:19]=[CH:18][C:9]=1[CH2:10][CH:11]1[S:15][C:14](=[O:16])[NH:13][C:12]1=[O:17])[C:2]1[CH:3]=[CH:4][CH:5]=[CH:6][CH:7]=1. Given the reactants [O:1]([C:8]1[CH:21]=[CH:20][CH:19]=[CH:18][C:9]=1/[CH:10]=[C:11]1/[C:12](=[O:17])[NH:13][C:14](=[O:16])[S:15]/1)[C:2]1[CH:7]=[CH:6][CH:5]=[CH:4][CH:3]=1.[BH4-].[Li+].Cl, predict the reaction product. (6) Given the reactants Cl[C:2]1[N:3]=[C:4]([NH:11][C:12]2[CH:13]=[C:14]3[C:18](=[CH:19][CH:20]=2)[NH:17][N:16]=[CH:15]3)[C:5]2[CH2:10][O:9][CH2:8][C:6]=2[N:7]=1.Cl.[F:22][C:23]1[CH:24]=[C:25]2[C:29](=[CH:30][CH:31]=1)[CH2:28][NH:27][CH2:26]2, predict the reaction product. The product is: [F:22][C:23]1[CH:24]=[C:25]2[C:29](=[CH:30][CH:31]=1)[CH2:28][N:27]([C:2]1[N:3]=[C:4]([NH:11][C:12]3[CH:13]=[C:14]4[C:18](=[CH:19][CH:20]=3)[NH:17][N:16]=[CH:15]4)[C:5]3[CH2:10][O:9][CH2:8][C:6]=3[N:7]=1)[CH2:26]2. (7) Given the reactants [CH3:1][NH:2][S:3]([CH2:6][CH2:7][C:8]1[CH:13]=[CH:12][C:11]([NH:14][CH2:15][C:16]2[CH:21]=[CH:20][CH:19]=[CH:18][CH:17]=2)=[C:10]([C:22]#[C:23][Si](C)(C)C)[CH:9]=1)(=[O:5])=[O:4].[OH-].[K+].Cl.CCCCCCC, predict the reaction product. The product is: [CH3:1][NH:2][S:3]([CH2:6][CH2:7][C:8]1[CH:13]=[CH:12][C:11]([NH:14][CH2:15][C:16]2[CH:21]=[CH:20][CH:19]=[CH:18][CH:17]=2)=[C:10]([C:22]#[CH:23])[CH:9]=1)(=[O:4])=[O:5].